The task is: Binary Classification. Given a miRNA mature sequence and a target amino acid sequence, predict their likelihood of interaction.. This data is from Experimentally validated miRNA-target interactions with 360,000+ pairs, plus equal number of negative samples. (1) The miRNA is hsa-miR-324-5p with sequence CGCAUCCCCUAGGGCAUUGGUG. The protein sequence of the target gene is MARELRALLLWGRRLRPLLRAPALAAVPGGKPILCPRRTTAQLGPRRNPAWSLQAGRLFSTQTAEDKEEPLHSIISSTESVQGSTSKHEFQAETKKLLDIVARSLYSEKEVFIRELISNASDALEKLRHKLVSDGQALPEMEIHLQTNAEKGTITIQDTGIGMTQEELVSNLGTIARSGSKAFLDALQNQAEASSKIIGQFGVGFYSAFMVADRVEVYSRSAAPGSLGYQWLSDGSGVFEIAEASGVRTGTKIIIHLKSDCKEFSSEARVRDVVTKYSNFVSFPLYLNGRRMNTLQAIWM.... Result: 1 (interaction). (2) The miRNA is hsa-miR-29a-3p with sequence UAGCACCAUCUGAAAUCGGUUA. The protein sequence of the target gene is MDAFTGSGLKRKFDDVDVGSSVSNSDDEISSSDSADSCDSLNPPTTASFTPTSILKRQKQLRRKNVRFDQVTVYYFARRQGFTSVPSQGGSSLGMAQRHNSVRSYTLCEFAQEQEVNHREILREHLKEEKLHAKKMKLTKNGTVESVEADGLTLDDVSDEDIDVENVEVDDYFFLQPLPTKRRRALLRASGVHRIDAEEKQELRAIRLSREECGCDCRLYCDPEACACSQAGIKCQVDRMSFPCGCSRDGCGNMAGRIEFNPIRVRTHYLHTIMKLELESKRQVSRPAAPDEEPSPTASC.... Result: 1 (interaction). (3) The miRNA is rno-miR-19b-3p with sequence UGUGCAAAUCCAUGCAAAACUGA. The protein sequence of the target gene is MATSGVEKSSKKKTEKKLAAREEAKLLAGFMGVMNNMRKQRTLCDVILTVQERKIPAHRVVLAAASHFFNLMFTTNMLESKSFEVELKDAEPDIIEQLVEFAYTARISVNSNNVQSLLDAANQYQIEPVKKMCVDFLKEQVDASNCLGISVLAECLDCPELKATADDFIHQHFTEVYKTDEFLQLDVKRVTHLLSQDTLTVRAEDQVYDAAVRWLKYDEPNRQPFMVDILAKVRFPLISKNFLSKTVQAEPLIQDNPECLKMVISGMRYHLLSPEDREELAGGTRPRRKKHDYRIALFGG.... Result: 0 (no interaction). (4) The miRNA is mmu-miR-3076-5p with sequence CACAGGGGAAGCUCAGUGCCAGCC. The protein sequence of the target gene is MSTKAEQFASKIRYLQEYHNRVLHNIYPVPSGTDIANTLKYFSQTLLSILSRTGKKENQDASNLTVPMTMCLFPVPFPLTPSLRPQVSSINPTVTRSLLYSVLRDAPSERGPQSRDAQLSDYPSLDYQGLYVTLVTLLDLVPLLQHGQHDLGQSIFYTTTCLLPFLNDDVLSTLPYTMISTLATFPPFLHKDIIEYLSTSFLPMAILGSSGREGVPAHVNLSASSMLMIAMQYTSNPVYHCQLLECLMKYKQEVWKDLLYVIAYGPSQVKPPAVQMLFHYWPNLKPPGAISEYRGLQYTA.... Result: 0 (no interaction). (5) The miRNA is mmu-miR-27a-5p with sequence AGGGCUUAGCUGCUUGUGAGCA. The protein sequence of the target gene is MNVTSLFSFTSPAVKRLLGWKQGDEEEKWAEKAVDALVKKLKKKKGAMEELEKALSCPGQPSNCVTIPRSLDGRLQVSHRKGLPHVIYCRVWRWPDLQSHHELKPLECCEFPFGSKQKEVCINPYHYKRVESPVLPPVLVPRHSEYNPQHSLLAQFRNLGQNEPHMPLNATFPDSFQQPNSHPFPHSPNSSYPNSPGGSSSTYPHSPTSSDPGSPFQMPADTPPPAYLPPEDPMAQDGSQPMDTNMMAPPLPAEISRGDVQAVAYEEPKHWCSIVYYELNNRVGEAFHASSTSVLVDGFT.... Result: 0 (no interaction). (6) The miRNA is hsa-miR-21-5p with sequence UAGCUUAUCAGACUGAUGUUGA. The protein sequence of the target gene is MSSSEEADLLRLEEVFSTTLARTISLILQPLLLADPEPSDPCGKECLRLLQQLHESAQRLWYVTEQSLLSLRQRLYHPPSKGLEAVLLLSNADHVLQAHMEYIKSYTDCVVAQAFQKVSKKRSEFWRSQRKALRQLLSSGSSEGSVGTTMCQALRQPLSQHVQKYLLLLLSLRDTLDESHPAQELVMHAITLFGNLQSFMGQALDQAVATQALWHSLSSRLRDVLCSPAHRLLQDSQDIPVVVTPLRAERVLLFDDSLVLLQGHNTHTFDLKLVWVKPGQDKCVLHILTPEEEISFCTRD.... Result: 0 (no interaction). (7) The miRNA is hsa-miR-6780a-5p with sequence UUGGGAGGGAAGACAGCUGGAGA. The protein sequence of the target gene is MALRAVWLIRHEPGTPLGGTVRFSRRYPTVEKRAKAFNGMTYVPVPEDGPFLRALLFQLRLLDDDKDFMERRDGCSRINKTSIYGLSVGGEELWPVIAFLRDSMIYASVPLVEQALSPRPPLISISGVSQGLELLLGIQDFLYSSQKNDTDLHTKLSQLPDLLLQACPLGTLLDANLQNSLNSINSVSVTQPQKQPAWKVGAYKGKAQISISITETVKCMQYGKQDIADTWQVAGTVACKCDLEGVMPAVTISLSLPTNGSPLQDIIVHPCVTSLDSAILTSSSIDTMDDSAFSGPYKFP.... Result: 0 (no interaction).